This data is from Reaction yield outcomes from USPTO patents with 853,638 reactions. The task is: Predict the reaction yield, written as a fraction of the theoretical maximum amount of product (1.0 means a 100% yield; for example, 0.34 means a 34% yield). (1) The reactants are Cl[C:2]1[C:8]2[CH:9]=[CH:10][CH:11]=[CH:12][C:7]=2[S:6][C:5]2[CH:13]=[CH:14][C:15]([C:17](=[O:22])[CH2:18][CH2:19][CH2:20][CH3:21])=[CH:16][C:4]=2[N:3]=1.CN1CCCC1=O.[CH:30]1([Mg]Cl)[CH2:35][CH2:34][CH2:33][CH2:32][CH2:31]1. The catalyst is C1COCC1. The product is [CH:30]1([C:2]2[C:8]3[CH:9]=[CH:10][CH:11]=[CH:12][C:7]=3[S:6][C:5]3[CH:13]=[CH:14][C:15]([C:17](=[O:22])[CH2:18][CH2:19][CH2:20][CH3:21])=[CH:16][C:4]=3[N:3]=2)[CH2:35][CH2:34][CH2:33][CH2:32][CH2:31]1. The yield is 0.570. (2) The reactants are [CH3:1][S:2]([OH:5])(=[O:4])=[O:3].[O:6]=[C:7]1[CH:16]2[CH2:17][CH:10]3[CH2:11][CH:12]([O:18][C:19]([C:21]4[C:29]5[C:24](=[CH:25][CH:26]=[CH:27][CH:28]=5)[NH:23][CH:22]=4)=[O:20])[CH2:13][CH:14]([CH2:15]2)[N:9]3[CH2:8]1. The catalyst is CC(C)=O. The product is [OH2:3].[CH3:1][S:2]([OH:5])(=[O:4])=[O:3].[O:6]=[C:7]1[CH:16]2[CH2:17][CH:10]3[CH2:11][CH:12]([O:18][C:19]([C:21]4[C:29]5[C:24](=[CH:25][CH:26]=[CH:27][CH:28]=5)[NH:23][CH:22]=4)=[O:20])[CH2:13][CH:14]([CH2:15]2)[N:9]3[CH2:8]1. The yield is 0.790. (3) The reactants are [H-].[Na+].[N:3]1[CH:8]=[CH:7][CH:6]=[CH:5][C:4]=1[NH:9][C:10]1[CH:19]=[CH:18][C:17]2[C:12](=[CH:13][CH:14]=[CH:15][CH:16]=2)[N:11]=1.Br[CH2:21][CH2:22][CH2:23][CH2:24][CH2:25][CH2:26][C:27]([O:29][CH2:30][CH3:31])=[O:28].[O-]S([O-])(=S)=O.[Na+].[Na+]. The catalyst is CN(C=O)C.CCOC(C)=O. The product is [CH2:30]([O:29][C:27](=[O:28])[CH2:26][CH2:25][CH2:24][CH2:23][CH2:22][CH2:21][N:9]([C:4]1[CH:5]=[CH:6][CH:7]=[CH:8][N:3]=1)[C:10]1[CH:19]=[CH:18][C:17]2[C:12](=[CH:13][CH:14]=[CH:15][CH:16]=2)[N:11]=1)[CH3:31]. The yield is 0.550. (4) The reactants are [CH2:1]([O:8][C:9]1[C:10]([F:30])=[C:11]([CH:15]([C:23]2[C:28](Cl)=[N:27][CH:26]=[CH:25][N:24]=2)[NH:16][C:17]([CH:19]2[CH2:22][CH2:21][CH2:20]2)=O)[CH:12]=[CH:13][CH:14]=1)[C:2]1[CH:7]=[CH:6][CH:5]=[CH:4][CH:3]=1.C(OC1C(F)=C(C(N)C2C(Cl)=NC=C[N:47]=2)C=CC=1)C1C=CC=CC=1.C(N(C(C)C)CC)(C)C.C1(C(Cl)=O)CCC1. The catalyst is C(Cl)Cl. The product is [NH2:47][C:28]1[C:23]2[N:24]([C:17]([CH:19]3[CH2:22][CH2:21][CH2:20]3)=[N:16][C:15]=2[C:11]2[CH:12]=[CH:13][CH:14]=[C:9]([O:8][CH2:1][C:2]3[CH:7]=[CH:6][CH:5]=[CH:4][CH:3]=3)[C:10]=2[F:30])[CH:25]=[CH:26][N:27]=1. The yield is 0.670. (5) The reactants are [CH2:1]([N:5]([C:15]1[S:16][C:17]([C:20]2[CH:21]=[N:22][C:23]([O:26]C)=[CH:24][CH:25]=2)=[N:18][N:19]=1)[C:6](=[O:14])[C:7]1[CH:12]=[CH:11][CH:10]=[CH:9][C:8]=1[F:13])[CH2:2][CH2:3][CH3:4].[I-].[Na+].C[Si](Cl)(C)C. The catalyst is C(#N)C. The product is [CH2:1]([N:5]([C:15]1[S:16][C:17]([C:20]2[CH:25]=[CH:24][C:23](=[O:26])[NH:22][CH:21]=2)=[N:18][N:19]=1)[C:6](=[O:14])[C:7]1[CH:12]=[CH:11][CH:10]=[CH:9][C:8]=1[F:13])[CH2:2][CH2:3][CH3:4]. The yield is 0.360. (6) The product is [CH2:11]([N:13]([CH2:2][C:3]1[CH:8]=[CH:7][C:6]([I:9])=[CH:5][C:4]=1[F:10])[CH2:14][CH3:15])[CH3:12]. The catalyst is CCO. The yield is 0.940. The reactants are Br[CH2:2][C:3]1[CH:8]=[CH:7][C:6]([I:9])=[CH:5][C:4]=1[F:10].[CH2:11]([NH:13][CH2:14][CH3:15])[CH3:12].